Dataset: Forward reaction prediction with 1.9M reactions from USPTO patents (1976-2016). Task: Predict the product of the given reaction. (1) The product is: [NH2:26][C:25]1[C:20]2[N:8]([C:7]3[CH:2]=[CH:3][CH:4]=[CH:5][CH:6]=3)[CH:9]=[N:33][C:21]=2[CH:22]=[C:23]([C:29]([F:32])([F:31])[F:30])[CH:24]=1. Given the reactants N[C:2]1[C:7]2[N:8](C3C=CC=CC=3)[CH:9]=N[C:6]=2[CH:5]=[C:4](C#N)[CH:3]=1.Cl[C:20]1[C:25]([N+:26]([O-])=O)=[CH:24][C:23]([C:29]([F:32])([F:31])[F:30])=[CH:22][C:21]=1[N+:33]([O-])=O, predict the reaction product. (2) The product is: [CH3:10][O:11][C:12](=[O:22])/[C:13](/[C:49]1[CH:50]=[CH:51][C:46]([S:43]([CH3:42])(=[O:45])=[O:44])=[CH:47][CH:48]=1)=[CH:14]/[CH:15]1[CH2:20][CH2:19][CH2:18][CH2:17][CH2:16]1. Given the reactants BrCCBr.C[Si](Cl)(C)C.[CH3:10][O:11][C:12](=[O:22])/[C:13](/I)=[CH:14]\[CH:15]1[CH2:20][CH2:19][CH2:18][CH2:17][CH2:16]1.C1(P(C2C=CC=CC=2)C2C=CC=CC=2)C=CC=CC=1.[CH3:42][S:43]([C:46]1[CH:51]=[CH:50][C:49](Br)=[CH:48][CH:47]=1)(=[O:45])=[O:44].[Cl-].[NH4+], predict the reaction product. (3) Given the reactants [OH2:1].[NH2:2]O.[CH3:4][CH:5]([CH3:9])[CH2:6][CH:7]=O.CC1C=CC(S(NCl)(=O)=O)=CC=1.[C:22]([O:26][CH3:27])(=[O:25])[C:23]#[CH:24].[OH-].[Na+].[NH4+].[OH-], predict the reaction product. The product is: [CH3:27][O:26][C:22]([C:23]1[O:1][N:2]=[C:7]([CH2:6][CH:5]([CH3:9])[CH3:4])[CH:24]=1)=[O:25].